From a dataset of Reaction yield outcomes from USPTO patents with 853,638 reactions. Predict the reaction yield, written as a fraction of the theoretical maximum amount of product (1.0 means a 100% yield; for example, 0.34 means a 34% yield). (1) The reactants are [NH2:1][C:2]1[CH:3]=[CH:4][CH:5]=[C:6]2[C:11]=1[CH2:10][CH:9]([OH:12])[CH2:8][CH2:7]2.[Br:13][C:14]1[CH:15]=[C:16]([CH2:20][C:21](O)=[O:22])[CH:17]=[CH:18][CH:19]=1.C(N(CC)CC)C.ON1C2C=CC=CC=2N=N1.Cl.C(N=C=NCCCN(C)C)C. The catalyst is CN(C=O)C.O. The product is [Br:13][C:14]1[CH:15]=[C:16]([CH2:20][C:21]([NH:1][C:2]2[C:11]3[CH2:10][CH:9]([OH:12])[CH2:8][CH2:7][C:6]=3[CH:5]=[CH:4][CH:3]=2)=[O:22])[CH:17]=[CH:18][CH:19]=1. The yield is 0.120. (2) The yield is 0.170. The reactants are C[Si]([N-][Si](C)(C)C)(C)C.[Li+].F[C:12]1[C:13]([C:18]2[NH:19][C:20](=[O:30])[C:21]3[C:27]([O:28][CH3:29])=[CH:26][N:25]=[CH:24][C:22]=3[N:23]=2)=[N:14][CH:15]=[CH:16][CH:17]=1.[CH:31]([N:34]1[CH2:39][CH2:38][CH:37]([NH2:40])[CH2:36][CH2:35]1)([CH3:33])[CH3:32]. The product is [CH:31]([N:34]1[CH2:39][CH2:38][CH:37]([NH:40][C:12]2[C:13]([C:18]3[NH:19][C:20](=[O:30])[C:21]4[C:27]([O:28][CH3:29])=[CH:26][N:25]=[CH:24][C:22]=4[N:23]=3)=[N:14][CH:15]=[CH:16][CH:17]=2)[CH2:36][CH2:35]1)([CH3:33])[CH3:32]. The catalyst is C1COCC1.